Dataset: TCR-epitope binding with 47,182 pairs between 192 epitopes and 23,139 TCRs. Task: Binary Classification. Given a T-cell receptor sequence (or CDR3 region) and an epitope sequence, predict whether binding occurs between them. (1) The epitope is QYDPVAALF. The TCR CDR3 sequence is CASSEWGELNEQYF. Result: 0 (the TCR does not bind to the epitope). (2) The epitope is NQKLIANQF. The TCR CDR3 sequence is CASSFLAGGYNEQFF. Result: 0 (the TCR does not bind to the epitope). (3) The epitope is KLWAQCVQL. The TCR CDR3 sequence is CASSQETGTGEFEQYF. Result: 0 (the TCR does not bind to the epitope). (4) The epitope is KEIDRLNEV. The TCR CDR3 sequence is CASSLLQGWPSYEQYF. Result: 0 (the TCR does not bind to the epitope). (5) The epitope is LPRRSGAAGA. The TCR CDR3 sequence is CASSQVDFRADRSSYNEQFF. Result: 1 (the TCR binds to the epitope).